This data is from NCI-60 drug combinations with 297,098 pairs across 59 cell lines. The task is: Regression. Given two drug SMILES strings and cell line genomic features, predict the synergy score measuring deviation from expected non-interaction effect. (1) Drug 1: CC(CN1CC(=O)NC(=O)C1)N2CC(=O)NC(=O)C2. Drug 2: C1=CC=C(C=C1)NC(=O)CCCCCCC(=O)NO. Cell line: OVCAR-5. Synergy scores: CSS=34.8, Synergy_ZIP=-8.24, Synergy_Bliss=0.613, Synergy_Loewe=-6.86, Synergy_HSA=2.23. (2) Drug 1: COC1=C2C(=CC3=C1OC=C3)C=CC(=O)O2. Drug 2: C1CN(P(=O)(OC1)NCCCl)CCCl. Cell line: COLO 205. Synergy scores: CSS=5.50, Synergy_ZIP=1.82, Synergy_Bliss=2.01, Synergy_Loewe=5.19, Synergy_HSA=0.963. (3) Drug 1: CC12CCC(CC1=CCC3C2CCC4(C3CC=C4C5=CN=CC=C5)C)O. Drug 2: C1CC(C1)(C(=O)O)C(=O)O.[NH2-].[NH2-].[Pt+2]. Cell line: RPMI-8226. Synergy scores: CSS=64.1, Synergy_ZIP=4.11, Synergy_Bliss=5.14, Synergy_Loewe=5.75, Synergy_HSA=6.29. (4) Drug 1: CC12CCC(CC1=CCC3C2CCC4(C3CC=C4C5=CN=CC=C5)C)O. Cell line: UACC62. Drug 2: C1=NC2=C(N=C(N=C2N1C3C(C(C(O3)CO)O)O)F)N. Synergy scores: CSS=3.55, Synergy_ZIP=-1.75, Synergy_Bliss=0.989, Synergy_Loewe=1.66, Synergy_HSA=1.50. (5) Drug 1: C1=CC(=CC=C1C#N)C(C2=CC=C(C=C2)C#N)N3C=NC=N3. Drug 2: CC1C(C(=O)NC(C(=O)N2CCCC2C(=O)N(CC(=O)N(C(C(=O)O1)C(C)C)C)C)C(C)C)NC(=O)C3=C4C(=C(C=C3)C)OC5=C(C(=O)C(=C(C5=N4)C(=O)NC6C(OC(=O)C(N(C(=O)CN(C(=O)C7CCCN7C(=O)C(NC6=O)C(C)C)C)C)C(C)C)C)N)C. Cell line: SNB-19. Synergy scores: CSS=11.4, Synergy_ZIP=-9.60, Synergy_Bliss=-5.25, Synergy_Loewe=-17.3, Synergy_HSA=-2.84. (6) Drug 1: C1=CC(=CC=C1CC(C(=O)O)N)N(CCCl)CCCl.Cl. Drug 2: CC1=CC=C(C=C1)C2=CC(=NN2C3=CC=C(C=C3)S(=O)(=O)N)C(F)(F)F. Cell line: NCIH23. Synergy scores: CSS=21.7, Synergy_ZIP=-3.42, Synergy_Bliss=1.42, Synergy_Loewe=1.51, Synergy_HSA=1.61.